Dataset: Catalyst prediction with 721,799 reactions and 888 catalyst types from USPTO. Task: Predict which catalyst facilitates the given reaction. (1) Reactant: [Cl:1][C:2]1[CH:3]=[C:4]2[N:21]([CH2:22][O:23]CC[Si](C)(C)C)[C:20]([O:30][C:31]3[CH:32]=[CH:33][C:34]([CH3:41])=[C:35]([P:37](=[O:40])([OH:39])[OH:38])[CH:36]=3)=[CH:19][C:5]2=[N:6][C:7]=1[C:8]1[CH:13]=[CH:12][C:11]([C:14]2([CH2:17][OH:18])[CH2:16][CH2:15]2)=[CH:10][CH:9]=1.Cl. Product: [Cl:1][C:2]1[CH:3]=[C:4]2[N:21]([CH2:22][OH:23])[C:20]([O:30][C:31]3[CH:32]=[CH:33][C:34]([CH3:41])=[C:35]([P:37](=[O:38])([OH:40])[OH:39])[CH:36]=3)=[CH:19][C:5]2=[N:6][C:7]=1[C:8]1[CH:13]=[CH:12][C:11]([C:14]2([CH2:17][OH:18])[CH2:15][CH2:16]2)=[CH:10][CH:9]=1. The catalyst class is: 1. (2) Reactant: [CH2:1]([C:4]1[N:8]2[CH:9]=[CH:10][CH:11]=[CH:12][C:7]2=[CH:6][N:5]=1)[CH2:2][CH3:3].[F:13][C:14]([F:25])([F:24])[C:15](O[C:15](=[O:16])[C:14]([F:25])([F:24])[F:13])=[O:16].C(=O)([O-])[O-].[K+].[K+]. Product: [F:13][C:14]([F:25])([F:24])[C:15]([C:6]1[N:5]=[C:4]([CH2:1][CH2:2][CH3:3])[N:8]2[CH:9]=[CH:10][CH:11]=[CH:12][C:7]=12)=[O:16]. The catalyst class is: 3. (3) Reactant: Br[C:2]1[CH:3]=[N:4][N:5]2[CH:10]=[CH:9][C:8]([N:11]3[C@@H:15]([C:16]4[CH:21]=[CH:20][C:19]([F:22])=[CH:18][N:17]=4)[CH2:14][O:13][C:12]3=[O:23])=[N:7][C:6]=12.[F:24][C:25]1[CH:30]=[C:29](B2OC(C)(C)C(C)(C)O2)[CH:28]=[CH:27][C:26]=1[C:40]1[N:44]=[CH:43][N:42]([CH2:45][O:46][CH2:47][CH2:48][Si:49]([CH3:52])([CH3:51])[CH3:50])[N:41]=1.C(=O)([O-])[O-].[Na+].[Na+]. Product: [F:24][C:25]1[CH:30]=[C:29]([C:2]2[CH:3]=[N:4][N:5]3[CH:10]=[CH:9][C:8]([N:11]4[C@@H:15]([C:16]5[CH:21]=[CH:20][C:19]([F:22])=[CH:18][N:17]=5)[CH2:14][O:13][C:12]4=[O:23])=[N:7][C:6]=23)[CH:28]=[CH:27][C:26]=1[C:40]1[N:44]=[CH:43][N:42]([CH2:45][O:46][CH2:47][CH2:48][Si:49]([CH3:52])([CH3:51])[CH3:50])[N:41]=1. The catalyst class is: 12. (4) Reactant: [CH:1]([C:3]1[CH:10]=[CH:9][C:6]([C:7]#[N:8])=[CH:5][CH:4]=1)=O.C(O)(=O)[CH2:12][C:13]([OH:15])=[O:14].N1CCCCC1.Cl. Product: [C:7]([C:6]1[CH:9]=[CH:10][C:3](/[CH:1]=[CH:12]/[C:13]([OH:15])=[O:14])=[CH:4][CH:5]=1)#[N:8]. The catalyst class is: 17. (5) Reactant: [OH-].[Na+].C[O:4][C:5](=[O:23])[CH2:6][CH2:7][CH2:8][C:9](=[O:22])[C:10]1[CH:15]=[CH:14][C:13]([O:16][CH3:17])=[C:12]([O:18][CH3:19])[C:11]=1[O:20][CH3:21].O. Product: [O:22]=[C:9]([C:10]1[CH:15]=[CH:14][C:13]([O:16][CH3:17])=[C:12]([O:18][CH3:19])[C:11]=1[O:20][CH3:21])[CH2:8][CH2:7][CH2:6][C:5]([OH:23])=[O:4]. The catalyst class is: 5. (6) Reactant: [CH:1]1([CH:7]([NH:19][C:20]2[CH:25]=[CH:24][C:23]([C:26]([NH:28][CH2:29][CH2:30][C:31]([O:33][CH2:34][CH3:35])=[O:32])=[O:27])=[CH:22][CH:21]=2)[C:8]2[O:9][C:10]3[CH:17]=[CH:16][C:15]([OH:18])=[CH:14][C:11]=3[C:12]=2[CH3:13])[CH2:6][CH2:5][CH2:4][CH2:3][CH2:2]1.[F:36][C:37]1[CH:42]=[C:41]([CH2:43]O)[CH:40]=[CH:39][N:38]=1.C(P(CCCC)CCCC)CCC.N(C(N1CCCCC1)=O)=NC(N1CCCCC1)=O. Product: [CH:1]1([CH:7]([NH:19][C:20]2[CH:21]=[CH:22][C:23]([C:26]([NH:28][CH2:29][CH2:30][C:31]([O:33][CH2:34][CH3:35])=[O:32])=[O:27])=[CH:24][CH:25]=2)[C:8]2[O:9][C:10]3[CH:17]=[CH:16][C:15]([O:18][CH2:43][C:41]4[CH:40]=[CH:39][N:38]=[C:37]([F:36])[CH:42]=4)=[CH:14][C:11]=3[C:12]=2[CH3:13])[CH2:6][CH2:5][CH2:4][CH2:3][CH2:2]1. The catalyst class is: 7. (7) Reactant: Br[C:2]1[CH:3]=[CH:4][C:5]2[O:14][CH2:13][CH2:12][C:11]3[CH:10]=[C:9]([C:15]4[N:19]([C:20]5[CH:25]=[CH:24][C:23]([F:26])=[CH:22][C:21]=5[Cl:27])[CH:18]=[N:17][N:16]=4)[S:8][C:7]=3[C:6]=2[CH:28]=1.[CH2:29]([N:33]1C=CN=C1)CCC. Product: [Cl:27][C:21]1[CH:22]=[C:23]([F:26])[CH:24]=[CH:25][C:20]=1[N:19]1[CH:18]=[N:17][N:16]=[C:15]1[C:9]1[S:8][C:7]2[C:6]3[CH:28]=[C:2]([C:29]#[N:33])[CH:3]=[CH:4][C:5]=3[O:14][CH2:13][CH2:12][C:11]=2[CH:10]=1. The catalyst class is: 509.